Task: Regression/Classification. Given a drug SMILES string, predict its absorption, distribution, metabolism, or excretion properties. Task type varies by dataset: regression for continuous measurements (e.g., permeability, clearance, half-life) or binary classification for categorical outcomes (e.g., BBB penetration, CYP inhibition). Dataset: cyp2d6_veith.. Dataset: CYP2D6 inhibition data for predicting drug metabolism from PubChem BioAssay (1) The molecule is CCN(CC)C(=O)CCNS(=O)(=O)c1ccc(C)cc1. The result is 0 (non-inhibitor). (2) The molecule is Nc1ncnc2c1nc(-c1ccccc1)n2[C@H]1O[C@@H](CO)[C@@H](O)[C@H]1O. The result is 0 (non-inhibitor).